From a dataset of Forward reaction prediction with 1.9M reactions from USPTO patents (1976-2016). Predict the product of the given reaction. Given the reactants [OH-].[Na+].Cl.[CH3:4][C:5]1[CH:10]=[CH:9][N:8]=[C:7]([SH:11])[N:6]=1.I[CH3:13], predict the reaction product. The product is: [CH3:4][C:5]1[CH:10]=[CH:9][N:8]=[C:7]([S:11][CH3:13])[N:6]=1.